From a dataset of Catalyst prediction with 721,799 reactions and 888 catalyst types from USPTO. Predict which catalyst facilitates the given reaction. Reactant: [CH3:1][O:2][C:3]([CH2:5][C:6]([C:8]1[CH:9]=[C:10]([CH:15]=[CH:16][CH:17]=1)[C:11]([O:13][CH3:14])=[O:12])=[O:7])=[O:4].C([O-])([O-])=O.[K+].[K+].Br[CH2:25][C:26]([C:28]1[CH:33]=[CH:32][C:31]([CH:34]([CH3:36])[CH3:35])=[CH:30][CH:29]=1)=[O:27]. Product: [CH:34]([C:31]1[CH:32]=[CH:33][C:28]([C:26](=[O:27])[CH2:25][CH:5]([C:3]([O:2][CH3:1])=[O:4])[C:6]([C:8]2[CH:9]=[C:10]([CH:15]=[CH:16][CH:17]=2)[C:11]([O:13][CH3:14])=[O:12])=[O:7])=[CH:29][CH:30]=1)([CH3:36])[CH3:35]. The catalyst class is: 21.